This data is from Full USPTO retrosynthesis dataset with 1.9M reactions from patents (1976-2016). The task is: Predict the reactants needed to synthesize the given product. (1) Given the product [CH3:24][C:23]1[CH:22]=[C:21]([CH3:25])[NH:20][C:19](=[O:26])[C:18]=1[CH2:17][NH:16][C:14]([C:4]1[C:5]2[CH:10]=[N:9][N:8]([CH:11]([CH3:13])[CH3:12])[C:6]=2[N:7]=[C:2]([C:35]2[CH:34]=[CH:33][C:32]([NH:31][S:28]([CH3:27])(=[O:29])=[O:30])=[CH:37][CH:36]=2)[CH:3]=1)=[O:15], predict the reactants needed to synthesize it. The reactants are: Cl[C:2]1[CH:3]=[C:4]([C:14]([NH:16][CH2:17][C:18]2[C:19](=[O:26])[NH:20][C:21]([CH3:25])=[CH:22][C:23]=2[CH3:24])=[O:15])[C:5]2[CH:10]=[N:9][N:8]([CH:11]([CH3:13])[CH3:12])[C:6]=2[N:7]=1.[CH3:27][S:28]([NH:31][C:32]1[CH:37]=[CH:36][C:35](B(O)O)=[CH:34][CH:33]=1)(=[O:30])=[O:29].C(=O)(O)[O-].[Na+].O. (2) Given the product [I:1][C:2]1[CH:3]=[C:4]2[C:8](=[CH:9][CH:10]=1)[NH:7][C:6](=[O:11])[C:5]2=[N:12][NH:13][C:14]([C:16]1[CH:17]=[CH:18][C:19]([NH:22][C:23](=[O:32])[CH2:24][CH2:25][CH2:26][CH2:27][C:28]([OH:30])=[O:29])=[CH:20][CH:21]=1)=[O:15], predict the reactants needed to synthesize it. The reactants are: [I:1][C:2]1[CH:3]=[C:4]2[C:8](=[CH:9][CH:10]=1)[NH:7][C:6](=[O:11])[C:5]2=[N:12][NH:13][C:14]([C:16]1[CH:21]=[CH:20][C:19]([NH:22][C:23](=[O:32])[CH2:24][CH2:25][CH2:26][CH2:27][C:28]([O:30]C)=[O:29])=[CH:18][CH:17]=1)=[O:15].[OH-].[Na+].